The task is: Predict which catalyst facilitates the given reaction.. This data is from Catalyst prediction with 721,799 reactions and 888 catalyst types from USPTO. (1) Reactant: [CH3:1][C:2]([CH3:8])([CH2:5][CH:6]=[CH2:7])[CH2:3][OH:4].[C:9](Cl)([Cl:11])=[O:10]. Product: [Cl:11][C:9]([O:4][CH2:3][C:2]([CH3:8])([CH3:1])[CH2:5][CH:6]=[CH2:7])=[O:10]. The catalyst class is: 11. (2) Reactant: Br.[NH2:2][C@H:3]1[CH2:8][CH2:7][O:6][CH2:5][C@H:4]1[C:9]([O:11][CH2:12][CH3:13])=[O:10].[CH3:14][C:15]([O:18][C:19](O[C:19]([O:18][C:15]([CH3:17])([CH3:16])[CH3:14])=[O:20])=[O:20])([CH3:17])[CH3:16].CCN(CC)CC. Product: [C:15]([O:18][C:19]([NH:2][C@H:3]1[CH2:8][CH2:7][O:6][CH2:5][C@H:4]1[C:9]([O:11][CH2:12][CH3:13])=[O:10])=[O:20])([CH3:17])([CH3:16])[CH3:14]. The catalyst class is: 100. (3) Reactant: OC[C@H:3]1[N:8]([C:9]([O:11][CH2:12]C2C=CC=CC=2)=[O:10])[CH2:7][C@H:6]([C:19]([O:21]C)=[O:20])[CH2:5][CH2:4]1.[Li+].[OH-]. Product: [O:10]=[C:9]1[N:8]2[CH2:7][C@H:6]([C:19]([OH:21])=[O:20])[CH2:5][CH2:4][C@H:3]2[CH2:12][O:11]1. The catalyst class is: 30. (4) Reactant: [Cl:1][C:2]1[CH:3]=[C:4]([CH:9]([C:14]([O:16]C)=[O:15])[C:10]([O:12]C)=[O:11])[CH:5]=[C:6]([Cl:8])[CH:7]=1.[OH-].[Na+].Cl.ClCCl. Product: [Cl:1][C:2]1[CH:3]=[C:4]([CH:9]([C:10]([OH:12])=[O:11])[C:14]([OH:16])=[O:15])[CH:5]=[C:6]([Cl:8])[CH:7]=1. The catalyst class is: 24.